From a dataset of NCI-60 drug combinations with 297,098 pairs across 59 cell lines. Regression. Given two drug SMILES strings and cell line genomic features, predict the synergy score measuring deviation from expected non-interaction effect. Drug 1: C1CCC(CC1)NC(=O)N(CCCl)N=O. Drug 2: C1=C(C(=O)NC(=O)N1)F. Cell line: U251. Synergy scores: CSS=55.5, Synergy_ZIP=-9.09, Synergy_Bliss=-8.15, Synergy_Loewe=-6.38, Synergy_HSA=-3.97.